Dataset: Forward reaction prediction with 1.9M reactions from USPTO patents (1976-2016). Task: Predict the product of the given reaction. (1) The product is: [CH:12]([O:15][C:9]([C:2]1[N:1]=[CH:6][CH:5]=[CH:4][C:3]=1[C:7]([OH:11])=[O:8])=[O:10])([CH3:14])[CH3:13]. Given the reactants [N:1]1[CH:6]=[CH:5][CH:4]=[C:3]2[C:7](=[O:11])[O:8][C:9](=[O:10])[C:2]=12.[CH:12]([OH:15])([CH3:14])[CH3:13], predict the reaction product. (2) Given the reactants [NH:1]1[CH2:6][CH2:5][NH:4][CH2:3][CH2:2]1.[Cl:7][C:8]1[CH:13]=[CH:12][CH:11]=[CH:10][C:9]=1[CH:14]([C:31]1[CH:36]=[CH:35][CH:34]=[CH:33][C:32]=1[Cl:37])[N:15]1[CH:20]2[CH2:21][CH2:22][CH:16]1[CH2:17][C:18]([C:24]1[N:29]=[C:28](Cl)[CH:27]=[CH:26][N:25]=1)([OH:23])[CH2:19]2, predict the reaction product. The product is: [Cl:37][C:32]1[CH:33]=[CH:34][CH:35]=[CH:36][C:31]=1[CH:14]([C:9]1[CH:10]=[CH:11][CH:12]=[CH:13][C:8]=1[Cl:7])[N:15]1[CH:20]2[CH2:21][CH2:22][CH:16]1[CH2:17][C:18]([C:24]1[N:25]=[C:26]([N:1]3[CH2:6][CH2:5][NH:4][CH2:3][CH2:2]3)[CH:27]=[CH:28][N:29]=1)([OH:23])[CH2:19]2. (3) Given the reactants [Cl:1][C:2]1[C:40]([CH:41]([CH3:43])[CH3:42])=[CH:39][C:5]([O:6][C:7]2[S:8][CH:9]=[C:10]([C:12]([NH:14][C:15]3[C:16]([O:37][CH3:38])=[N:17][C:18]([NH:23][CH2:24][CH2:25][N:26]([CH:34]([CH3:36])[CH3:35])C(=O)OC(C)(C)C)=[N:19][C:20]=3[O:21][CH3:22])=[O:13])[N:11]=2)=[C:4]([CH3:44])[CH:3]=1, predict the reaction product. The product is: [Cl:1][C:2]1[C:40]([CH:41]([CH3:43])[CH3:42])=[CH:39][C:5]([O:6][C:7]2[S:8][CH:9]=[C:10]([C:12]([NH:14][C:15]3[C:16]([O:37][CH3:38])=[N:17][C:18]([NH:23][CH2:24][CH2:25][NH:26][CH:34]([CH3:35])[CH3:36])=[N:19][C:20]=3[O:21][CH3:22])=[O:13])[N:11]=2)=[C:4]([CH3:44])[CH:3]=1. (4) Given the reactants [CH3:1]/[CH:2]=[CH:3]/[C:4]1[CH2:24][S:23][C@@H:7]2[C@H:8]([NH:11][C:12]([C@H:14]([NH2:22])[C:15]3[CH:16]=[CH:17][C:18]([OH:21])=[CH:19][CH:20]=3)=[O:13])[C:9](=[O:10])[N:6]2[C:5]=1[C:25]([OH:27])=[O:26].CN(C)C=[O:31], predict the reaction product. The product is: [CH3:1]/[CH:2]=[CH:3]/[C:4]1[CH2:24][S:23][C@@H:7]2[C@H:8]([NH:11][C:12]([C@H:14]([NH2:22])[C:15]3[CH:16]=[CH:17][C:18]([OH:21])=[CH:19][CH:20]=3)=[O:13])[C:9](=[O:10])[N:6]2[C:5]=1[C:25]([OH:27])=[O:26].[OH2:31]. (5) The product is: [Br:3][C:4]1[CH:9]=[CH:8][C:7]([O:10][C:12]2[CH:17]=[CH:16][N:15]=[C:14]([CH3:18])[CH:13]=2)=[CH:6][CH:5]=1. Given the reactants [H-].[Na+].[Br:3][C:4]1[CH:9]=[CH:8][C:7]([OH:10])=[CH:6][CH:5]=1.Cl[C:12]1[CH:17]=[CH:16][N:15]=[C:14]([CH3:18])[CH:13]=1, predict the reaction product.